Predict the reactants needed to synthesize the given product. From a dataset of Full USPTO retrosynthesis dataset with 1.9M reactions from patents (1976-2016). (1) Given the product [Cl:1][C:2]1[CH:21]=[C:20]([Cl:22])[CH:19]=[CH:18][C:3]=1[O:4][C:5]1[C:10]([CH2:11][CH2:12][CH2:13][O:14][C:26]2[C:27]([CH2:29][C:30]([OH:32])=[O:31])=[CH:28][N:24]([CH3:23])[N:25]=2)=[CH:9][N:8]=[C:7]([CH:15]([CH3:17])[CH3:16])[N:6]=1, predict the reactants needed to synthesize it. The reactants are: [Cl:1][C:2]1[CH:21]=[C:20]([Cl:22])[CH:19]=[CH:18][C:3]=1[O:4][C:5]1[C:10]([CH2:11][CH2:12][CH2:13][OH:14])=[CH:9][N:8]=[C:7]([CH:15]([CH3:17])[CH3:16])[N:6]=1.[CH3:23][N:24]1[CH:28]=[C:27]([CH2:29][C:30]([O:32]C)=[O:31])[C:26](O)=[N:25]1.C(P(CCCC)CCCC)CCC.N(C(N1CCCCC1)=O)=NC(N1CCCCC1)=O.O1CCCC1CO.[OH-].[Na+].Cl. (2) The reactants are: [Br:1][C:2]1[CH:7]=[CH:6][C:5]([C:8]([C:10]2[CH:15]=[CH:14][C:13]([O:16]C)=[CH:12][CH:11]=2)=[O:9])=[C:4]([F:18])[CH:3]=1.[Al+3].[Cl-].[Cl-].[Cl-].O. Given the product [Br:1][C:2]1[CH:7]=[CH:6][C:5]([C:8]([C:10]2[CH:15]=[CH:14][C:13]([OH:16])=[CH:12][CH:11]=2)=[O:9])=[C:4]([F:18])[CH:3]=1, predict the reactants needed to synthesize it.